Dataset: Forward reaction prediction with 1.9M reactions from USPTO patents (1976-2016). Task: Predict the product of the given reaction. Given the reactants N1C=CC=CC=1.[F:7][C:8]([F:21])([F:20])[S:9]([O:12]S(C(F)(F)F)(=O)=O)(=[O:11])=[O:10].[CH2:22]([C:24]([C:42]1[CH:47]=[CH:46][C:45](O)=[C:44]([CH3:49])[CH:43]=1)([C:27]1[CH:32]=[CH:31][C:30]([C:33]#[C:34][C:35]2([OH:40])[CH2:39][CH2:38][CH2:37][CH2:36]2)=[C:29]([CH3:41])[CH:28]=1)[CH2:25][CH3:26])[CH3:23].C(=O)(O)[O-].[Na+], predict the reaction product. The product is: [CH2:22]([C:24]([C:42]1[CH:47]=[CH:46][C:45]([O:12][S:9]([C:8]([F:21])([F:20])[F:7])(=[O:11])=[O:10])=[C:44]([CH3:49])[CH:43]=1)([C:27]1[CH:32]=[CH:31][C:30]([C:33]#[C:34][C:35]2([OH:40])[CH2:39][CH2:38][CH2:37][CH2:36]2)=[C:29]([CH3:41])[CH:28]=1)[CH2:25][CH3:26])[CH3:23].